Dataset: Full USPTO retrosynthesis dataset with 1.9M reactions from patents (1976-2016). Task: Predict the reactants needed to synthesize the given product. (1) Given the product [I:1][C:2]1[CH:3]=[CH:4][C:5]2[N:6]([CH:8]=[C:9]([NH:11][C:15]([CH:12]3[CH2:14][CH2:13]3)=[O:16])[N:10]=2)[N:7]=1, predict the reactants needed to synthesize it. The reactants are: [I:1][C:2]1[CH:3]=[CH:4][C:5]2[N:6]([CH:8]=[C:9]([NH2:11])[N:10]=2)[N:7]=1.[CH:12]1([C:15](Cl)=[O:16])[CH2:14][CH2:13]1.O. (2) Given the product [CH3:28][O:27][C:25]([CH2:24][CH2:23][C:20]1[CH:19]=[CH:18][C:17]([O:16][CH2:15][C:11]2[CH:10]=[C:9]([C:5]3[CH:6]=[CH:7][CH:8]=[C:3]([C:1]([OH:31])=[O:2])[CH:4]=3)[CH:14]=[CH:13][CH:12]=2)=[CH:22][CH:21]=1)=[O:26], predict the reactants needed to synthesize it. The reactants are: [CH:1]([C:3]1[CH:4]=[C:5]([C:9]2[CH:14]=[CH:13][CH:12]=[C:11]([CH2:15][O:16][C:17]3[CH:22]=[CH:21][C:20]([CH2:23][CH2:24][C:25]([O:27][CH3:28])=[O:26])=[CH:19][CH:18]=3)[CH:10]=2)[CH:6]=[CH:7][CH:8]=1)=[O:2].S(=O)(=O)([OH:31])N.Cl([O-])=O.[Na+]. (3) Given the product [Cl:8][C:7]1[C:6]([N:11]2[CH2:16][CH2:15][CH:14]([C:17]3[CH:24]=[CH:23][CH:22]=[CH:21][C:18]=3[C:19]#[N:20])[CH2:13][CH2:12]2)=[CH:5][N:4]=[N:3][C:2]=1[NH:31][NH2:32], predict the reactants needed to synthesize it. The reactants are: Cl[C:2]1[N:3]=[N:4][CH:5]=[C:6](Cl)[C:7]=1[Cl:8].Cl.[NH:11]1[CH2:16][CH2:15][CH:14]([C:17]2[CH:24]=[CH:23][CH:22]=[CH:21][C:18]=2[C:19]#[N:20])[CH2:13][CH2:12]1.C(=O)([O-])[O-].[K+].[K+].[NH2:31][NH2:32]. (4) Given the product [CH3:23][C:20]1[N:21]=[CH:22][C:17]([CH2:16][O:1][C:2]2[CH:7]=[N:6][N:5]([CH:8]3[CH2:13][CH2:12][CH2:11][CH2:10][O:9]3)[C:4](=[O:14])[CH:3]=2)=[CH:18][CH:19]=1, predict the reactants needed to synthesize it. The reactants are: [OH:1][C:2]1[CH:7]=[N:6][N:5]([CH:8]2[CH2:13][CH2:12][CH2:11][CH2:10][O:9]2)[C:4](=[O:14])[CH:3]=1.Br[CH2:16][C:17]1[CH:18]=[CH:19][C:20]([CH3:23])=[N:21][CH:22]=1. (5) The reactants are: [CH3:1][O:2][C:3]1[C:4]([O:29][CH2:30][CH2:31][CH2:32][N:33]2[CH2:37][CH2:36][CH2:35][CH2:34]2)=[CH:5][C:6]2[CH2:15][CH:14]([C:16]([CH3:21])([CH3:20])[CH2:17][O:18][CH3:19])[N:13]3[C:8](=[CH:9][C:10](=[O:27])[C:11]([C:22]([O:24]CC)=[O:23])=[CH:12]3)[C:7]=2[CH:28]=1.[Li+].[OH-].Cl. Given the product [CH3:1][O:2][C:3]1[C:4]([O:29][CH2:30][CH2:31][CH2:32][N:33]2[CH2:34][CH2:35][CH2:36][CH2:37]2)=[CH:5][C:6]2[CH2:15][CH:14]([C:16]([CH3:20])([CH3:21])[CH2:17][O:18][CH3:19])[N:13]3[C:8](=[CH:9][C:10](=[O:27])[C:11]([C:22]([OH:24])=[O:23])=[CH:12]3)[C:7]=2[CH:28]=1, predict the reactants needed to synthesize it. (6) Given the product [CH3:16][CH:9]1[C:10]2=[CH:11][N:12]=[CH:13][CH:14]=[C:15]2[C:5]2[CH:4]=[CH:3][C:2]([NH:18][C:17](=[O:24])[O:19][C:20]([CH3:23])([CH3:22])[CH3:21])=[CH:7][C:6]=2[O:8]1, predict the reactants needed to synthesize it. The reactants are: Br[C:2]1[CH:3]=[CH:4][C:5]2[C:15]3[C:10](=[CH:11][N:12]=[CH:13][CH:14]=3)[CH:9]([CH3:16])[O:8][C:6]=2[CH:7]=1.[C:17](=[O:24])([O:19][C:20]([CH3:23])([CH3:22])[CH3:21])[NH2:18].C([O-])([O-])=O.[Cs+].[Cs+].CC1(C)C2C(=C(P(C3C=CC=CC=3)C3C=CC=CC=3)C=CC=2)OC2C(P(C3C=CC=CC=3)C3C=CC=CC=3)=CC=CC1=2. (7) The reactants are: [OH:1][CH2:2][CH2:3][N:4]1[CH:8]=[C:7]([NH:9][C:10]([C:12]2[N:13]=[CH:14][O:15][C:16]=2[C:17]2[CH:18]=[C:19]([CH3:23])[CH:20]=[CH:21][CH:22]=2)=[O:11])[CH:6]=[N:5]1.CCN(CC)CC.[CH3:31][S:32](Cl)(=[O:34])=[O:33]. Given the product [CH3:31][S:32]([O:1][CH2:2][CH2:3][N:4]1[CH:8]=[C:7]([NH:9][C:10]([C:12]2[N:13]=[CH:14][O:15][C:16]=2[C:17]2[CH:18]=[C:19]([CH3:23])[CH:20]=[CH:21][CH:22]=2)=[O:11])[CH:6]=[N:5]1)(=[O:34])=[O:33], predict the reactants needed to synthesize it.